Dataset: Full USPTO retrosynthesis dataset with 1.9M reactions from patents (1976-2016). Task: Predict the reactants needed to synthesize the given product. (1) Given the product [Cl:1][C:2]1[C:7]([Cl:8])=[CH:6][N:5]=[C:4]([NH2:9])[CH:3]=1, predict the reactants needed to synthesize it. The reactants are: [Cl:1][C:2]1[C:7]([Cl:8])=[CH:6][N:5]=[C:4]([NH:9]C(=O)C(C)(C)C)[CH:3]=1.Cl. (2) Given the product [Cl:1][C:2]1[C:7]([F:8])=[C:6]([O:9][CH2:10][CH2:11][CH2:12][O:13][CH3:14])[CH:5]=[C:4]2[C:3]=1[CH:21]=[N:20][CH:16]([CH:17]([CH3:18])[CH3:19])[CH2:15]2, predict the reactants needed to synthesize it. The reactants are: [Cl:1][C:2]1[CH:3]=[C:4]([CH2:15][CH:16]([NH:20][CH:21]=O)[CH:17]([CH3:19])[CH3:18])[CH:5]=[C:6]([O:9][CH2:10][CH2:11][CH2:12][O:13][CH3:14])[C:7]=1[F:8].O=P(Cl)(Cl)Cl. (3) Given the product [C:36]([CH2:37][NH:38][C:31](=[O:33])[C@H:26]([CH2:27][CH:28]([CH3:30])[CH3:29])[NH:25][C:24]1[C:20]([C:17]2[CH:16]=[CH:15][C:14]([N:11]3[CH2:12][CH2:13][N:8]([C:6]([O:5][C:1]([CH3:2])([CH3:3])[CH3:4])=[O:7])[CH2:9][CH2:10]3)=[CH:19][CH:18]=2)=[N:21][O:22][CH:23]=1)#[N:35], predict the reactants needed to synthesize it. The reactants are: [C:1]([O:5][C:6]([N:8]1[CH2:13][CH2:12][N:11]([C:14]2[CH:19]=[CH:18][C:17]([C:20]3[C:24]([NH:25][C@H:26]([C:31]([OH:33])=O)[CH2:27][CH:28]([CH3:30])[CH3:29])=[CH:23][O:22][N:21]=3)=[CH:16][CH:15]=2)[CH2:10][CH2:9]1)=[O:7])([CH3:4])([CH3:3])[CH3:2].Cl.[NH2:35][CH2:36][C:37]#[N:38].CN(C(ON1N=NC2C=CC=NC1=2)=[N+](C)C)C.F[P-](F)(F)(F)(F)F.C(N(CC)CC)C. (4) The reactants are: [I-].[Na+].Cl[Si](C)(C)C.O[CH:9]([C:15]1[C:27]([CH3:28])=[CH:26][C:18]([O:19][CH2:20][C:21]([O:23][CH2:24][CH3:25])=[O:22])=[C:17]([CH3:29])[CH:16]=1)[CH:10]([O:13][CH3:14])[O:11][CH3:12].C1(C)C=CC=CC=1. Given the product [CH3:12][O:11][CH:10]([O:13][CH3:14])[CH2:9][C:15]1[C:27]([CH3:28])=[CH:26][C:18]([O:19][CH2:20][C:21]([O:23][CH2:24][CH3:25])=[O:22])=[C:17]([CH3:29])[CH:16]=1, predict the reactants needed to synthesize it. (5) Given the product [OH:1][C:2]1[N:9]=[C:8]([CH3:10])[C:7]([N+:15]([O-:17])=[O:16])=[CH:6][C:3]=1[C:4]#[N:5], predict the reactants needed to synthesize it. The reactants are: [OH:1][C:2]1[N:9]=[C:8]([CH3:10])[CH:7]=[CH:6][C:3]=1[C:4]#[N:5].NC(N)=O.[N+:15]([O-])([OH:17])=[O:16].[N+]([O-])=O. (6) Given the product [NH2:7][C:8]([CH2:9][OH:10])([CH2:13][OH:12])[CH2:16][CH2:17][C:18]1[CH:23]=[CH:22][C:21]([CH2:24][CH2:25][CH2:26][N:27]2[C:35]3[C:30](=[CH:31][CH:32]=[CH:33][CH:34]=3)[C:29]([C:36](=[O:41])[C:37]([F:38])([F:39])[F:40])=[CH:28]2)=[CH:20][CH:19]=1, predict the reactants needed to synthesize it. The reactants are: C(OC(=O)[NH:7][C:8]1([CH2:16][CH2:17][C:18]2[CH:23]=[CH:22][C:21]([CH2:24][CH2:25][CH2:26][N:27]3[C:35]4[C:30](=[CH:31][CH:32]=[CH:33][CH:34]=4)[C:29]([C:36](=[O:41])[C:37]([F:40])([F:39])[F:38])=[CH:28]3)=[CH:20][CH:19]=2)[CH2:13][O:12]C(C)(C)[O:10][CH2:9]1)(C)(C)C.C(Cl)Cl.Cl. (7) Given the product [F:31][C:2]([F:1])([F:32])[C:3]1[CH:4]=[CH:5][C:6]([NH:9][C:10](=[O:30])[NH:11][CH:12]2[CH2:13][CH2:14][N:15]([C:18]([C:20]3[CH:29]=[CH:28][C:23]([C:24]([OH:26])=[O:25])=[CH:22][CH:21]=3)=[O:19])[CH2:16][CH2:17]2)=[CH:7][CH:8]=1, predict the reactants needed to synthesize it. The reactants are: [F:1][C:2]([F:32])([F:31])[C:3]1[CH:8]=[CH:7][C:6]([NH:9][C:10](=[O:30])[NH:11][CH:12]2[CH2:17][CH2:16][N:15]([C:18]([C:20]3[CH:29]=[CH:28][C:23]([C:24]([O:26]C)=[O:25])=[CH:22][CH:21]=3)=[O:19])[CH2:14][CH2:13]2)=[CH:5][CH:4]=1.[Li+].[OH-].